The task is: Predict the product of the given reaction.. This data is from Forward reaction prediction with 1.9M reactions from USPTO patents (1976-2016). (1) Given the reactants Cl.[Br:2][C:3]1[CH:8]=[CH:7][C:6]([CH2:9][O:10][CH2:11][CH:12](OCC)[O:13]CC)=[CH:5][CH:4]=1, predict the reaction product. The product is: [Br:2][C:3]1[CH:4]=[CH:5][C:6]([CH2:9][O:10][CH2:11][CH:12]=[O:13])=[CH:7][CH:8]=1. (2) Given the reactants C(OC([N:8]1[CH2:12][CH2:11][CH2:10][C@@H:9]1[CH2:13][NH:14][C:15]1[N:23]=[C:22]2[C:18]([NH:19][C:20](=[O:32])[N:21]2[C:24]2[CH:29]=[CH:28][CH:27]=[CH:26][C:25]=2[O:30][CH3:31])=[C:17]([C:33]([O:35]CC)=O)[N:16]=1)=O)(C)(C)C.[NH2:38]C1C(C(OCC)=O)=NC(NC[C@H]2CCCN2C(OC(C)(C)C)=O)=NC=1NC1C=CC=CC=1OC, predict the reaction product. The product is: [CH3:31][O:30][C:25]1[CH:26]=[CH:27][CH:28]=[CH:29][C:24]=1[N:21]1[C:20](=[O:32])[NH:19][C:18]2[C:22]1=[N:23][C:15]([NH:14][CH2:13][C@H:9]1[CH2:10][CH2:11][CH2:12][NH:8]1)=[N:16][C:17]=2[C:33]([NH2:38])=[O:35]. (3) Given the reactants [C:1]([NH:8][C:9]([O:11][C:12]([CH3:15])([CH3:14])[CH3:13])=[O:10])([O:3][C:4]([CH3:7])([CH3:6])[CH3:5])=[O:2].CC(C)([O-])C.[K+].[Br:22][C:23]1[CH:24]=[N:25][CH:26]=[CH:27][C:28]=1[CH2:29]Cl.O, predict the reaction product. The product is: [Br:22][C:23]1[CH:24]=[N:25][CH:26]=[CH:27][C:28]=1[CH2:29][N:8]([C:1]([O:3][C:4]([CH3:6])([CH3:7])[CH3:5])=[O:2])[C:9]([O:11][C:12]([CH3:15])([CH3:14])[CH3:13])=[O:10]. (4) Given the reactants C1N=C(N)C2N=CN([C@@H]3O[C@H](COP(OP(OC[C@H]4O[C@@H](N5C=C(C(N)=O)CC=C5)[C@H](O)[C@@H]4O)(O)=O)(O)=O)[C@@H](O)[C@H]3OP(O)(O)=O)C=2N=1.[Cl:49][CH2:50][C:51](=[O:58])[CH2:52][C:53]([O:55][CH2:56][CH3:57])=[O:54].C([O-])=O.[Na+].C1C=[N+]([C@@H]2O[C@H](COP(OP(OC[C@H]3O[C@@H](N4C5N=CN=C(N)C=5N=C4)[C@H](OP(O)(O)=O)[C@@H]3O)(O)=O)(O)=O)[C@@H](O)[C@H]2O)C=C(C(N)=O)C=1, predict the reaction product. The product is: [Cl:49][CH2:50][CH:51]([OH:58])[CH2:52][C:53]([O:55][CH2:56][CH3:57])=[O:54]. (5) Given the reactants [NH2:1][C:2]1[C:7]([CH:8]=O)=[CH:6][N:5]=[C:4]([N:10]2[CH2:15][CH2:14][O:13][CH2:12][CH2:11]2)[N:3]=1.C[C:17](C)([C:21]([O-:23])=[O:22])[C:18]([O-:20])=O.[CH3:25][O-].[Na+].CO, predict the reaction product. The product is: [O:13]1[CH2:14][CH2:15][N:10]([C:4]2[N:5]=[CH:6][C:7]3[CH:8]=[C:17]([C:21]([O:23][CH3:25])=[O:22])[C:18](=[O:20])[NH:1][C:2]=3[N:3]=2)[CH2:11][CH2:12]1. (6) Given the reactants [Cl:1][C:2]1[CH:3]=[C:4]([CH:8]([CH3:15])[CH2:9]CS([O-])(=O)=O)[CH:5]=[CH:6][CH:7]=1.[CH3:16][O:17][CH:18]([O:21][CH3:22])[CH2:19][NH2:20], predict the reaction product. The product is: [Cl:1][C:2]1[CH:3]=[C:4]([CH:8]([CH3:15])[CH2:9][NH:20][CH2:19][CH:18]([O:21][CH3:22])[O:17][CH3:16])[CH:5]=[CH:6][CH:7]=1. (7) Given the reactants Cl[C:2]([O:4][C:5]1[CH:10]=[CH:9][C:8]([O:11][C:12]2[CH:17]=[CH:16][C:15]([C:18]([F:21])([F:20])[F:19])=[CH:14][N:13]=2)=[CH:7][CH:6]=1)=[O:3].[Cl:22][C:23]1[CH:24]=[C:25]([N:30]2[CH2:35][CH2:34][NH:33][CH2:32][CH2:31]2)[CH:26]=[CH:27][C:28]=1[Cl:29], predict the reaction product. The product is: [F:19][C:18]([F:21])([F:20])[C:15]1[CH:16]=[CH:17][C:12]([O:11][C:8]2[CH:9]=[CH:10][C:5]([O:4][C:2]([N:33]3[CH2:32][CH2:31][N:30]([C:25]4[CH:26]=[CH:27][C:28]([Cl:29])=[C:23]([Cl:22])[CH:24]=4)[CH2:35][CH2:34]3)=[O:3])=[CH:6][CH:7]=2)=[N:13][CH:14]=1. (8) Given the reactants [C:1](Cl)(=[O:8])[C:2]1[CH:7]=[CH:6][CH:5]=[CH:4][CH:3]=1.[OH:10][C:11]1[CH:16]=[CH:15][CH:14]=[CH:13][C:12]=1[N:17]1[C:30]2[CH:29]=[CH:28][CH:27]=[CH:26][C:25]=2[S:24][C:23]2[C:18]1=[CH:19][CH:20]=[CH:21][CH:22]=2.Cl, predict the reaction product. The product is: [C:1]([O:10][C:11]1[CH:16]=[CH:15][CH:14]=[CH:13][C:12]=1[N:17]1[C:30]2[CH:29]=[CH:28][CH:27]=[CH:26][C:25]=2[S:24][C:23]2[C:18]1=[CH:19][CH:20]=[CH:21][CH:22]=2)(=[O:8])[C:2]1[CH:7]=[CH:6][CH:5]=[CH:4][CH:3]=1. (9) Given the reactants [CH:1]1[C:10]2[C:5](=[CH:6][CH:7]=[CH:8][CH:9]=2)[CH:4]=[CH:3][C:2]=1[CH2:11][CH2:12][CH:13]=[O:14].[CH2:15]([Mg]Br)[CH:16]=[CH2:17], predict the reaction product. The product is: [CH:1]1[C:10]2[C:5](=[CH:6][CH:7]=[CH:8][CH:9]=2)[CH:4]=[CH:3][C:2]=1[C:11]#[C:12][CH:13]([OH:14])[CH2:17][CH:16]=[CH2:15].